Predict the reaction yield, written as a fraction of the theoretical maximum amount of product (1.0 means a 100% yield; for example, 0.34 means a 34% yield). From a dataset of Reaction yield outcomes from USPTO patents with 853,638 reactions. (1) The reactants are [F:1][C:2]1[C:7]([C:8]2[N:13]=[CH:12][N:11]=[C:10]([NH2:14])[CH:9]=2)=[CH:6][CH:5]=[CH:4][N:3]=1.[H-].[Na+].[C:17](N1C=CC=CC1=O)(N1C=CC=CC1=O)=[S:18]. The catalyst is CN(C=O)C. The product is [F:1][C:2]1[C:7]([C:8]2[CH:9]=[C:10]([N:14]=[C:17]=[S:18])[N:11]=[CH:12][N:13]=2)=[CH:6][CH:5]=[CH:4][N:3]=1. The yield is 0.360. (2) The reactants are [N+]([C:4]1[CH:11]=[CH:10][CH:9]=[C:8]([N+:12]([O-:14])=[O:13])[C:5]=1[C:6]#[N:7])([O-])=O.[OH:15][CH2:16][C@@H:17]1[CH2:21][CH2:20][CH2:19][N:18]1[C:22]([O:24][C:25]([CH3:28])([CH3:27])[CH3:26])=[O:23]. No catalyst specified. The product is [C:6]([C:5]1[C:8]([N+:12]([O-:14])=[O:13])=[CH:9][CH:10]=[CH:11][C:4]=1[O:15][CH2:16][C@@H:17]1[CH2:21][CH2:20][CH2:19][N:18]1[C:22]([O:24][C:25]([CH3:28])([CH3:27])[CH3:26])=[O:23])#[N:7]. The yield is 0.890. (3) The reactants are [NH:1]1[C:9]2[C:4](=[CH:5][CH:6]=[CH:7][CH:8]=2)[CH2:3][C:2]1=[O:10].[I:11][C:12]1[C:20]2[C:15](=[CH:16][C:17]([CH:21]=O)=[CH:18][CH:19]=2)[N:14]([CH2:23][O:24][CH2:25][CH2:26][Si:27]([CH3:30])([CH3:29])[CH3:28])[N:13]=1.N1CCCCC1. The catalyst is C(O)C. The product is [I:11][C:12]1[C:20]2[C:15](=[CH:16][C:17](/[CH:21]=[C:3]3/[C:2](=[O:10])[NH:1][C:9]4[C:4]/3=[CH:5][CH:6]=[CH:7][CH:8]=4)=[CH:18][CH:19]=2)[N:14]([CH2:23][O:24][CH2:25][CH2:26][Si:27]([CH3:28])([CH3:30])[CH3:29])[N:13]=1. The yield is 1.00. (4) The reactants are [CH:1]1[C:13]2[NH:12][C:11]3[C:6](=[CH:7][CH:8]=[CH:9][CH:10]=3)[C:5]=2[CH:4]=[CH:3][CH:2]=1.[CH2:14]1N2CCN(CC2)C1. The catalyst is CCOC(C)=O.O. The product is [CH3:14][N:12]1[C:11]2[CH:10]=[CH:9][CH:8]=[CH:7][C:6]=2[C:5]2[C:13]1=[CH:1][CH:2]=[CH:3][CH:4]=2. The yield is 0.970. (5) The reactants are [CH3:1][O:2][C:3]1[CH:4]=[C:5]2[C:10](=[CH:11][C:12]=1[O:13][CH3:14])[N:9]=[CH:8][CH:7]=[C:6]2[O:15][C:16]1[CH:21]=[CH:20][C:19]([NH2:22])=[CH:18][CH:17]=1.C(N(CC)CC)C.Cl[C:31]([O:33][C:34]1[CH:39]=[CH:38][CH:37]=[CH:36][CH:35]=1)=[O:32]. The catalyst is CN(C)C=O.CCCCCC.C(OCC)(=O)C.O. The product is [C:34]1([O:33][C:31](=[O:32])[NH:22][C:19]2[CH:18]=[CH:17][C:16]([O:15][C:6]3[C:5]4[C:10](=[CH:11][C:12]([O:13][CH3:14])=[C:3]([O:2][CH3:1])[CH:4]=4)[N:9]=[CH:8][CH:7]=3)=[CH:21][CH:20]=2)[CH:39]=[CH:38][CH:37]=[CH:36][CH:35]=1. The yield is 0.600. (6) The reactants are C[O:2][C:3]([C:5]1[CH:10]=[CH:9][C:8]([C:11]2[C:12]([CH3:54])([CH3:53])[C@H:13]3[C@:26]([CH3:29])([CH2:27][CH:28]=2)[C@@H:25]2[C@:16]([CH3:52])([C@@:17]4([CH3:51])[C@H:22]([CH2:23][CH2:24]2)[C@H:21]2[C@H:30]([C:33]([CH3:35])=[CH2:34])[CH2:31][CH2:32][C@:20]2([NH:36][CH2:37][CH:38]2[CH2:43][CH2:42][CH2:41][N:40]([C:44]([O:46][C:47]([CH3:50])([CH3:49])[CH3:48])=[O:45])[CH2:39]2)[CH2:19][CH2:18]4)[CH2:15][CH2:14]3)=[CH:7][CH:6]=1)=[O:4].[OH-].[Na+]. The catalyst is O1CCOCC1.CO. The product is [C:47]([O:46][C:44]([N:40]1[CH2:41][CH2:42][CH2:43][CH:38]([CH2:37][NH:36][C@:20]23[CH2:32][CH2:31][C@@H:30]([C:33]([CH3:35])=[CH2:34])[C@@H:21]2[C@@H:22]2[C@@:17]([CH3:51])([CH2:18][CH2:19]3)[C@@:16]3([CH3:52])[C@@H:25]([C@:26]4([CH3:29])[C@@H:13]([CH2:14][CH2:15]3)[C:12]([CH3:54])([CH3:53])[C:11]([C:8]3[CH:7]=[CH:6][C:5]([C:3]([OH:4])=[O:2])=[CH:10][CH:9]=3)=[CH:28][CH2:27]4)[CH2:24][CH2:23]2)[CH2:39]1)=[O:45])([CH3:48])([CH3:49])[CH3:50]. The yield is 0.560.